This data is from Forward reaction prediction with 1.9M reactions from USPTO patents (1976-2016). The task is: Predict the product of the given reaction. Given the reactants [CH3:1][O:2][C:3]1[CH:12]=[CH:11][CH:10]=[C:9]2[C:4]=1[CH2:5][C:6](=O)[CH2:7][O:8]2.[CH:14]1([NH2:17])[CH2:16][CH2:15]1.[C:18](O)(=O)[CH3:19].[C:22](O[BH-](OC(=O)C)OC(=O)C)(=O)C.[Na+], predict the reaction product. The product is: [CH:14]1([N:17]([CH:19]2[CH2:18][CH2:22]2)[CH:6]2[CH2:5][C:4]3[C:9](=[CH:10][CH:11]=[CH:12][C:3]=3[O:2][CH3:1])[O:8][CH2:7]2)[CH2:16][CH2:15]1.